From a dataset of Peptide-MHC class I binding affinity with 185,985 pairs from IEDB/IMGT. Regression. Given a peptide amino acid sequence and an MHC pseudo amino acid sequence, predict their binding affinity value. This is MHC class I binding data. (1) The peptide sequence is GLKELGDWV. The MHC is HLA-A02:19 with pseudo-sequence HLA-A02:19. The binding affinity (normalized) is 0.0847. (2) The peptide sequence is SKGETVNPL. The binding affinity (normalized) is 0.0847. The MHC is HLA-A30:01 with pseudo-sequence HLA-A30:01. (3) The peptide sequence is ELAYYNSCM. The MHC is HLA-B15:01 with pseudo-sequence HLA-B15:01. The binding affinity (normalized) is 0.410. (4) The peptide sequence is RTLNAWVKV. The MHC is HLA-A02:02 with pseudo-sequence HLA-A02:02. The binding affinity (normalized) is 0.00806. (5) The peptide sequence is AEERYPIL. The binding affinity (normalized) is 0.0735. The MHC is H-2-Kb with pseudo-sequence H-2-Kb. (6) The peptide sequence is EVIPMFSAL. The MHC is HLA-A01:01 with pseudo-sequence HLA-A01:01. The binding affinity (normalized) is 0.0290. (7) The peptide sequence is DAYGFHNYK. The MHC is HLA-B27:05 with pseudo-sequence HLA-B27:05. The binding affinity (normalized) is 0.0767. (8) The peptide sequence is QTSVNTVVR. The MHC is HLA-A68:01 with pseudo-sequence HLA-A68:01. The binding affinity (normalized) is 0.603. (9) The peptide sequence is QQHNIVHGK. The binding affinity (normalized) is 0.128. The MHC is HLA-A03:01 with pseudo-sequence HLA-A03:01.